Dataset: Merck oncology drug combination screen with 23,052 pairs across 39 cell lines. Task: Regression. Given two drug SMILES strings and cell line genomic features, predict the synergy score measuring deviation from expected non-interaction effect. (1) Cell line: SKOV3. Drug 1: CS(=O)(=O)CCNCc1ccc(-c2ccc3ncnc(Nc4ccc(OCc5cccc(F)c5)c(Cl)c4)c3c2)o1. Synergy scores: synergy=-2.67. Drug 2: NC1CCCCC1N.O=C(O)C(=O)O.[Pt+2]. (2) Drug 1: CC1CC2C3CCC4=CC(=O)C=CC4(C)C3(F)C(O)CC2(C)C1(O)C(=O)CO. Drug 2: NC(=O)c1cccc2cn(-c3ccc(C4CCCNC4)cc3)nc12. Cell line: UWB1289BRCA1. Synergy scores: synergy=-3.25. (3) Drug 1: CN(Cc1cnc2nc(N)nc(N)c2n1)c1ccc(C(=O)NC(CCC(=O)O)C(=O)O)cc1. Drug 2: C=CCn1c(=O)c2cnc(Nc3ccc(N4CCN(C)CC4)cc3)nc2n1-c1cccc(C(C)(C)O)n1. Cell line: A2780. Synergy scores: synergy=-3.65.